From a dataset of Forward reaction prediction with 1.9M reactions from USPTO patents (1976-2016). Predict the product of the given reaction. Given the reactants [CH3:1][C:2]1[N:7]=[C:6]([NH:8][C:9]([NH2:11])=[S:10])[CH:5]=[CH:4][CH:3]=1.Br[CH2:13][C:14]([C:16]1[CH:21]=[CH:20][C:19]([Br:22])=[CH:18][CH:17]=1)=O, predict the reaction product. The product is: [Br:22][C:19]1[CH:20]=[CH:21][C:16]([C:14]2[N:11]=[C:9]([NH:8][C:6]3[CH:5]=[CH:4][CH:3]=[C:2]([CH3:1])[N:7]=3)[S:10][CH:13]=2)=[CH:17][CH:18]=1.